Dataset: Peptide-MHC class II binding affinity with 134,281 pairs from IEDB. Task: Regression. Given a peptide amino acid sequence and an MHC pseudo amino acid sequence, predict their binding affinity value. This is MHC class II binding data. (1) The peptide sequence is FLLMYEMHRESLLKS. The MHC is DRB1_0404 with pseudo-sequence DRB1_0404. The binding affinity (normalized) is 0.636. (2) The peptide sequence is RLEDGSPRTGQIFKQ. The MHC is DRB3_0101 with pseudo-sequence DRB3_0101. The binding affinity (normalized) is 0.0938. (3) The peptide sequence is TMKNKAWMVHRQWFF. The MHC is DRB1_0301 with pseudo-sequence DRB1_0301. The binding affinity (normalized) is 0.472. (4) The peptide sequence is AAATAGTTVWGAFAA. The binding affinity (normalized) is 0.173. The MHC is HLA-DPA10103-DPB10401 with pseudo-sequence HLA-DPA10103-DPB10401.